This data is from Catalyst prediction with 721,799 reactions and 888 catalyst types from USPTO. The task is: Predict which catalyst facilitates the given reaction. (1) Product: [C:32]([O:36][C:37]([NH:38][CH2:39][CH2:40][N:4]1[CH2:5][CH2:6][N:1]([C:7]([O:9][CH2:10][C:11]2[CH:16]=[C:15]([Cl:17])[CH:14]=[C:13]([Cl:18])[CH:12]=2)=[O:8])[CH2:2][CH2:3]1)=[O:42])([CH3:35])([CH3:34])[CH3:33]. Reactant: [N:1]1([C:7]([O:9][CH2:10][C:11]2[CH:16]=[C:15]([Cl:17])[CH:14]=[C:13]([Cl:18])[CH:12]=2)=[O:8])[CH2:6][CH2:5][NH:4][CH2:3][CH2:2]1.C(=O)([O-])[O-].[K+].[K+].C(N(CC)CC)C.[C:32]([O:36][C:37](=[O:42])[NH:38][CH2:39][CH2:40]Br)([CH3:35])([CH3:34])[CH3:33]. The catalyst class is: 210. (2) Reactant: [Si:1]([O:18][CH:19]1[CH2:23][CH2:22][C:21]([CH:24]=[O:25])=[CH:20]1)([C:14]([CH3:17])([CH3:16])[CH3:15])([C:8]1[CH:13]=[CH:12][CH:11]=[CH:10][CH:9]=1)[C:2]1[CH:7]=[CH:6][CH:5]=[CH:4][CH:3]=1.CC(=CC)C.P([O-])(O)(O)=[O:32].[Na+].Cl([O-])=O.[Na+].Cl. Product: [Si:1]([O:18][CH:19]1[CH2:23][CH2:22][C:21]([C:24]([OH:32])=[O:25])=[CH:20]1)([C:14]([CH3:17])([CH3:16])[CH3:15])([C:8]1[CH:13]=[CH:12][CH:11]=[CH:10][CH:9]=1)[C:2]1[CH:3]=[CH:4][CH:5]=[CH:6][CH:7]=1. The catalyst class is: 371. (3) Reactant: [Cl:1][C:2]1[N:3]=[CH:4][C:5]([NH2:8])=[N:6][CH:7]=1.[Br:9]N1C(=O)CCC1=O. Product: [Br:9][C:4]1[C:5]([NH2:8])=[N:6][CH:7]=[C:2]([Cl:1])[N:3]=1. The catalyst class is: 4. (4) Reactant: [N:1]1[CH:6]=[CH:5][C:4]([NH:7][C:8](=[O:22])[NH:9][C:10]2[S:18][C:13]3[CH2:14][O:15][CH2:16][CH2:17][C:12]=3[C:11]=2[C:19]([NH2:21])=[O:20])=[CH:3][CH:2]=1.[I:23][CH3:24]. Product: [I-:23].[C:19]([C:11]1[C:12]2[CH2:17][CH2:16][O:15][CH2:14][C:13]=2[S:18][C:10]=1[NH:9][C:8](=[O:22])[NH:7][C:4]1[CH:5]=[CH:6][N+:1]([CH3:24])=[CH:2][CH:3]=1)(=[O:20])[NH2:21]. The catalyst class is: 10.